From a dataset of Full USPTO retrosynthesis dataset with 1.9M reactions from patents (1976-2016). Predict the reactants needed to synthesize the given product. Given the product [C:27]([C:2]1[CH:11]=[C:10]2[C:5]([C:6]([CH3:26])=[C:7]([C:15]([NH:17][CH2:18][C:19]3[CH:24]=[CH:23][C:22]([F:25])=[CH:21][CH:20]=3)=[O:16])[C:8]([CH:12]3[CH2:13][CH2:14]3)=[N:9]2)=[CH:4][CH:3]=1)#[N:28], predict the reactants needed to synthesize it. The reactants are: Br[C:2]1[CH:11]=[C:10]2[C:5]([C:6]([CH3:26])=[C:7]([C:15]([NH:17][CH2:18][C:19]3[CH:24]=[CH:23][C:22]([F:25])=[CH:21][CH:20]=3)=[O:16])[C:8]([CH:12]3[CH2:14][CH2:13]3)=[N:9]2)=[CH:4][CH:3]=1.[CH3:27][N:28](CCN(C)C)C.CCOC(C)=O.C1CCCCC1.